This data is from Reaction yield outcomes from USPTO patents with 853,638 reactions. The task is: Predict the reaction yield, written as a fraction of the theoretical maximum amount of product (1.0 means a 100% yield; for example, 0.34 means a 34% yield). The reactants are N1C(Cl)=NC(Cl)=NC=1[Cl:3].CN(C)C=O.[Cl:15][C:16]1[C:17]([CH3:42])=[C:18]([CH:28]2[CH2:31][N:30]([C:32]([O:34][CH2:35][C:36]3[CH:41]=[CH:40][CH:39]=[CH:38][CH:37]=3)=[O:33])[CH2:29]2)[C:19]([O:25][CH2:26][CH3:27])=[C:20]([CH:22](O)[CH3:23])[CH:21]=1.O. The product is [Cl:15][C:16]1[C:17]([CH3:42])=[C:18]([CH:28]2[CH2:31][N:30]([C:32]([O:34][CH2:35][C:36]3[CH:41]=[CH:40][CH:39]=[CH:38][CH:37]=3)=[O:33])[CH2:29]2)[C:19]([O:25][CH2:26][CH3:27])=[C:20]([CH:22]([Cl:3])[CH3:23])[CH:21]=1. The yield is 0.430. The catalyst is ClCCl.